This data is from Reaction yield outcomes from USPTO patents with 853,638 reactions. The task is: Predict the reaction yield, written as a fraction of the theoretical maximum amount of product (1.0 means a 100% yield; for example, 0.34 means a 34% yield). (1) The reactants are [OH-].[Na+].[CH3:3][CH:4]([O:6][C:7]1[N:12]=[CH:11][C:10]([CH2:13][C:14]2[S:15][C:16]3[C:22]([C:23]4[CH:24]=[C:25]([CH:31]=[CH:32][CH:33]=4)[C:26](OCC)=[O:27])=[CH:21][CH:20]=[CH:19][C:17]=3[CH:18]=2)=[CH:9][CH:8]=1)[CH3:5].Cl.[NH2:35][CH2:36][CH2:37][OH:38].CCN=C=NCCCN(C)C.C1C=CC2N(O)N=NC=2C=1. The catalyst is O.CN(C=O)C.C(O)C. The product is [OH:38][CH2:37][CH2:36][NH:35][C:26](=[O:27])[C:25]1[CH:31]=[CH:32][CH:33]=[C:23]([C:22]2[C:16]3[S:15][C:14]([CH2:13][C:10]4[CH:11]=[N:12][C:7]([O:6][CH:4]([CH3:3])[CH3:5])=[CH:8][CH:9]=4)=[CH:18][C:17]=3[CH:19]=[CH:20][CH:21]=2)[CH:24]=1. The yield is 0.820. (2) The catalyst is C(Cl)Cl. The reactants are C(OC([N:8]1[CH2:13][CH2:12][C:11]([C:15]2[CH:20]=[CH:19][C:18]([Cl:21])=[CH:17][CH:16]=2)(O)[CH:10]([OH:22])[CH2:9]1)=O)(C)(C)C.C(N(S(F)(F)[F:29])CC)C.CO. The product is [Cl:21][C:18]1[CH:19]=[CH:20][C:15]([C:11]2([F:29])[CH2:12][CH2:13][NH:8][CH2:9][CH:10]2[OH:22])=[CH:16][CH:17]=1. The yield is 0.240. (3) The reactants are [NH2:1][C:2]1[S:3][C:4]([CH3:7])=[CH:5][N:6]=1.C([O:10][CH:11]=[C:12]([C:18](OCC)=O)[C:13]([O:15][CH2:16][CH3:17])=[O:14])C. The catalyst is C1(C)C(C)=CC=CC=1. The product is [CH3:7][C:4]1[S:3][C:2]2=[N:1][CH:18]=[C:12]([C:13]([O:15][CH2:16][CH3:17])=[O:14])[C:11](=[O:10])[N:6]2[CH:5]=1. The yield is 0.860. (4) The yield is 0.980. The catalyst is C(OCC)(=O)C. The product is [Br:1][C:2]1[CH:3]=[C:4]([N:9]2[C:23](=[O:24])[O:12][N:11]=[C:10]2[C:13]2[C:17]([NH:18][CH2:19][CH2:20][O:21][CH3:22])=[N:16][O:15][N:14]=2)[CH:5]=[CH:6][C:7]=1[F:8]. The reactants are [Br:1][C:2]1[CH:3]=[C:4]([NH:9][C:10]([C:13]2[C:17]([NH:18][CH2:19][CH2:20][O:21][CH3:22])=[N:16][O:15][N:14]=2)=[N:11][OH:12])[CH:5]=[CH:6][C:7]=1[F:8].[C:23](N1C=CN=C1)(N1C=CN=C1)=[O:24].